This data is from Aqueous solubility values for 9,982 compounds from the AqSolDB database. The task is: Regression/Classification. Given a drug SMILES string, predict its absorption, distribution, metabolism, or excretion properties. Task type varies by dataset: regression for continuous measurements (e.g., permeability, clearance, half-life) or binary classification for categorical outcomes (e.g., BBB penetration, CYP inhibition). For this dataset (solubility_aqsoldb), we predict Y. The molecule is BrCCCCBr. The Y is -2.79 log mol/L.